This data is from Catalyst prediction with 721,799 reactions and 888 catalyst types from USPTO. The task is: Predict which catalyst facilitates the given reaction. Reactant: Br[CH2:2][CH2:3][OH:4].Cl.[F:6][CH2:7][C@@H:8]1[CH2:12][CH2:11][NH:10][CH2:9]1.C([O-])([O-])=O.[K+].[K+]. Product: [F:6][CH2:7][C@@H:8]1[CH2:12][CH2:11][N:10]([CH2:2][CH2:3][OH:4])[CH2:9]1. The catalyst class is: 10.